From a dataset of NCI-60 drug combinations with 297,098 pairs across 59 cell lines. Regression. Given two drug SMILES strings and cell line genomic features, predict the synergy score measuring deviation from expected non-interaction effect. (1) Drug 1: CC1=C(C(=CC=C1)Cl)NC(=O)C2=CN=C(S2)NC3=CC(=NC(=N3)C)N4CCN(CC4)CCO. Drug 2: CNC(=O)C1=NC=CC(=C1)OC2=CC=C(C=C2)NC(=O)NC3=CC(=C(C=C3)Cl)C(F)(F)F. Cell line: NCI-H460. Synergy scores: CSS=42.7, Synergy_ZIP=3.07, Synergy_Bliss=3.30, Synergy_Loewe=0.237, Synergy_HSA=5.23. (2) Drug 1: CC(CN1CC(=O)NC(=O)C1)N2CC(=O)NC(=O)C2. Drug 2: CN(CC1=CN=C2C(=N1)C(=NC(=N2)N)N)C3=CC=C(C=C3)C(=O)NC(CCC(=O)O)C(=O)O. Cell line: HCT-15. Synergy scores: CSS=52.5, Synergy_ZIP=-2.83, Synergy_Bliss=-4.05, Synergy_Loewe=-3.99, Synergy_HSA=-0.464. (3) Drug 2: C(CCl)NC(=O)N(CCCl)N=O. Drug 1: C1CCC(C(C1)N)N.C(=O)(C(=O)[O-])[O-].[Pt+4]. Synergy scores: CSS=38.5, Synergy_ZIP=-0.670, Synergy_Bliss=-1.73, Synergy_Loewe=-27.7, Synergy_HSA=-4.12. Cell line: NCI-H460.